From a dataset of Peptide-MHC class I binding affinity with 185,985 pairs from IEDB/IMGT. Regression. Given a peptide amino acid sequence and an MHC pseudo amino acid sequence, predict their binding affinity value. This is MHC class I binding data. (1) The binding affinity (normalized) is 0. The peptide sequence is YTVRYPNL. The MHC is H-2-Db with pseudo-sequence H-2-Db. (2) The peptide sequence is LVLSVNPYV. The MHC is HLA-A02:02 with pseudo-sequence HLA-A02:02. The binding affinity (normalized) is 0.707. (3) The peptide sequence is RSRCRLHHL. The MHC is HLA-B58:01 with pseudo-sequence HLA-B58:01. The binding affinity (normalized) is 0.409.